From a dataset of Catalyst prediction with 721,799 reactions and 888 catalyst types from USPTO. Predict which catalyst facilitates the given reaction. (1) Reactant: O.[NH2:2][C:3]1[C:4]2[C:5]3[C:6](=[N:18][N:19]([CH2:21][C:22]4[C:27]([Cl:28])=[C:26]([O:29][CH3:30])[C:25]([CH3:31])=[CH:24][N:23]=4)[N:20]=2)[CH:7]=[C:8]([CH2:13][C:14]([NH:16][CH3:17])=[O:15])[C:9]=3[CH2:10][S:11][N:12]=1.O.C(O)C.Cl. Product: [ClH:28].[NH2:2][C:3]1[C:4]2[C:5]3[C:6](=[N:18][N:19]([CH2:21][C:22]4[C:27]([Cl:28])=[C:26]([O:29][CH3:30])[C:25]([CH3:31])=[CH:24][N:23]=4)[N:20]=2)[CH:7]=[C:8]([CH2:13][C:14]([NH:16][CH3:17])=[O:15])[C:9]=3[CH2:10][S:11][N:12]=1. The catalyst class is: 8. (2) Reactant: [F:1][C:2]1[CH:3]=[CH:4][C:5](B2OC(C)(C)C(C)(C)O2)=[C:6]2[C:10]=1[C@H:9]([O:11][C:12]1[CH:25]=[CH:24][C:15]3[C@H:16]([CH2:19][C:20]([O:22][CH3:23])=[O:21])[CH2:17][O:18][C:14]=3[CH:13]=1)[CH2:8][CH2:7]2.Br[C:36]1[C:48]([CH3:49])=[CH:47][C:39]([O:40][CH2:41][CH:42]2[CH2:46][CH2:45][O:44][CH2:43]2)=[CH:38][C:37]=1[CH3:50].[O-]P([O-])([O-])=O.[K+].[K+].[K+]. Product: [CH3:50][C:37]1[CH:38]=[C:39]([O:40][CH2:41][CH:42]2[CH2:46][CH2:45][O:44][CH2:43]2)[CH:47]=[C:48]([CH3:49])[C:36]=1[C:5]1[CH:4]=[CH:3][C:2]([F:1])=[C:10]2[C:6]=1[CH2:7][CH2:8][C@H:9]2[O:11][C:12]1[CH:25]=[CH:24][C:15]2[C@H:16]([CH2:19][C:20]([O:22][CH3:23])=[O:21])[CH2:17][O:18][C:14]=2[CH:13]=1. The catalyst class is: 7. (3) Reactant: [Cl:1][C:2]1[CH:3]=[C:4]([CH:35]=[CH:36][CH:37]=1)[CH2:5][N:6]1[C:14]2[C:9](=[CH:10][C:11]([N:15]3[CH2:20][CH2:19][N:18](C)[CH2:17][CH2:16]3)=[CH:12][CH:13]=2)[C:8]([S:22]([C:25]2[C:34]3[C:29](=[CH:30][CH:31]=[CH:32][CH:33]=3)[CH:28]=[CH:27][CH:26]=2)(=[O:24])=[O:23])=[N:7]1.[Cl:38]C(OC(Cl)C)=O.NC1C2C(=CC=CC=2N)C=CC=1.O. Product: [ClH:1].[ClH:38].[Cl:1][C:2]1[CH:3]=[C:4]([CH:35]=[CH:36][CH:37]=1)[CH2:5][N:6]1[C:14]2[C:9](=[CH:10][C:11]([N:15]3[CH2:16][CH2:17][NH:18][CH2:19][CH2:20]3)=[CH:12][CH:13]=2)[C:8]([S:22]([C:25]2[C:34]3[C:29](=[CH:30][CH:31]=[CH:32][CH:33]=3)[CH:28]=[CH:27][CH:26]=2)(=[O:24])=[O:23])=[N:7]1. The catalyst class is: 12.